Dataset: Forward reaction prediction with 1.9M reactions from USPTO patents (1976-2016). Task: Predict the product of the given reaction. (1) Given the reactants C(OC(=O)[N:10]([CH2:18][C:19]1[CH:24]=[CH:23][CH:22]=[C:21]([NH:25][C:26]2[S:27][C:28]([C:34]3[C:39]([F:40])=[CH:38][C:37]([C:41]([OH:44])([CH3:43])[CH3:42])=[CH:36][C:35]=3[F:45])=[CH:29][C:30]=2[C:31]([NH2:33])=[O:32])[N:20]=1)[CH2:11][C:12]([NH:14][CH:15]([CH3:17])[CH3:16])=[O:13])C1C=CC=CC=1.[H][H], predict the reaction product. The product is: [F:40][C:39]1[CH:38]=[C:37]([C:41]([OH:44])([CH3:43])[CH3:42])[CH:36]=[C:35]([F:45])[C:34]=1[C:28]1[S:27][C:26]([NH:25][C:21]2[CH:22]=[CH:23][CH:24]=[C:19]([CH2:18][NH:10][CH2:11][C:12]([NH:14][CH:15]([CH3:17])[CH3:16])=[O:13])[N:20]=2)=[C:30]([C:31]([NH2:33])=[O:32])[CH:29]=1. (2) Given the reactants Cl[C:2]1[C:11]([C:12]([OH:14])=[O:13])=[CH:10][C:9]2[C:4](=[CH:5][CH:6]=[C:7](Cl)[CH:8]=2)[N:3]=1.[NH2:16][CH:17]([C:24]([OH:26])=[O:25])[CH2:18][C:19]1[N:23]=[CH:22][NH:21][CH:20]=1, predict the reaction product. The product is: [C:24]([CH:17]([NH:16][C:2]1[C:11]([C:12]([OH:14])=[O:13])=[CH:10][C:9]2[C:4](=[CH:5][CH:6]=[CH:7][CH:8]=2)[N:3]=1)[CH2:18][C:19]1[N:23]=[CH:22][NH:21][CH:20]=1)([OH:26])=[O:25]. (3) Given the reactants [NH2:1][C@@H:2]([C:6]1[CH:11]=[CH:10][C:9]([C:12]([F:15])([F:14])[F:13])=[CH:8][CH:7]=1)[C:3](O)=O.C[O:17][C:18](=O)[C@H:19]([CH2:21][CH:22]([CH3:24])[CH3:23])[NH2:20].C([C@@H]1NC[C@H](CC(C)C)NC1=O)C(C)C, predict the reaction product. The product is: [CH2:21]([C@@H:19]1[NH:20][CH2:3][C@H:2]([C:6]2[CH:11]=[CH:10][C:9]([C:12]([F:15])([F:14])[F:13])=[CH:8][CH:7]=2)[NH:1][C:18]1=[O:17])[CH:22]([CH3:24])[CH3:23]. (4) Given the reactants [Si]([O:8][C:9]1[CH:10]=[CH:11][CH:12]=[C:13]2[C:18]=1[N:17]=[C:16]([C:19]1[N:23]3[CH:24]=[C:25]([CH:28]4[CH2:30][CH2:29]4)[CH:26]=[CH:27][C:22]3=[N:21][N:20]=1)[CH:15]=[CH:14]2)(C(C)(C)C)(C)C, predict the reaction product. The product is: [CH:28]1([C:25]2[CH:26]=[CH:27][C:22]3[N:23]([C:19]([C:16]4[CH:15]=[CH:14][C:13]5[C:18](=[C:9]([OH:8])[CH:10]=[CH:11][CH:12]=5)[N:17]=4)=[N:20][N:21]=3)[CH:24]=2)[CH2:30][CH2:29]1. (5) Given the reactants Br[C:2]1[CH:3]=[C:4]([CH:28]=[CH:29][CH:30]=1)[CH2:5][N:6]1[C:10]([CH3:11])=[CH:9][C:8]([C:12]2[O:16][N:15]=[C:14]([C:17]3[CH:22]=[CH:21][C:20]([O:23][C:24]([F:27])([F:26])[F:25])=[CH:19][CH:18]=3)[N:13]=2)=[N:7]1.[C:31]([CH:33]1[CH2:38][CH2:37][NH:36][CH2:35][CH2:34]1)#[N:32], predict the reaction product. The product is: [CH3:11][C:10]1[N:6]([CH2:5][C:4]2[CH:3]=[C:2]([N:36]3[CH2:37][CH2:38][CH:33]([C:31]#[N:32])[CH2:34][CH2:35]3)[CH:30]=[CH:29][CH:28]=2)[N:7]=[C:8]([C:12]2[O:16][N:15]=[C:14]([C:17]3[CH:22]=[CH:21][C:20]([O:23][C:24]([F:27])([F:26])[F:25])=[CH:19][CH:18]=3)[N:13]=2)[CH:9]=1.